This data is from Full USPTO retrosynthesis dataset with 1.9M reactions from patents (1976-2016). The task is: Predict the reactants needed to synthesize the given product. (1) Given the product [Br:1][C:2]1[CH:7]=[C:6]([Cl:8])[C:5]([O:9][CH3:11])=[C:4]([Cl:10])[CH:3]=1, predict the reactants needed to synthesize it. The reactants are: [Br:1][C:2]1[CH:7]=[C:6]([Cl:8])[C:5]([OH:9])=[C:4]([Cl:10])[CH:3]=1.[C:11]([O-])([O-])=O.[K+].[K+].CI. (2) Given the product [CH3:1][O:2][C:3]1[CH:4]=[C:5]2[C:14](=[CH:15][C:16]=1[O:17][CH3:18])[C@H:13]1[C@H:8]([CH2:9][CH2:10][CH2:11][CH2:12]1)[N+:7]([O-:37])=[C:6]2[C:19]1[CH:20]=[CH:21][C:22]([S:25]([CH3:28])(=[O:27])=[O:26])=[CH:23][CH:24]=1, predict the reactants needed to synthesize it. The reactants are: [CH3:1][O:2][C:3]1[CH:4]=[C:5]2[C:14](=[CH:15][C:16]=1[O:17][CH3:18])[C@H:13]1[C@H:8]([CH2:9][CH2:10][CH2:11][CH2:12]1)[N:7]=[C:6]2[C:19]1[CH:24]=[CH:23][C:22]([S:25]([CH3:28])(=[O:27])=[O:26])=[CH:21][CH:20]=1.ClC1C=CC=C(C(OO)=[O:37])C=1. (3) Given the product [C:30]([C:27]1[N:28]=[CH:29][C:24]([NH:23][C:2]2[N:7]=[CH:6][N:5]=[C:4]([O:8][CH:9]3[CH2:14][CH2:13][N:12]([C:15]([O:17][CH:18]([CH3:20])[CH3:19])=[O:16])[CH2:11][CH2:10]3)[C:3]=2[O:21][CH3:22])=[C:25]([CH3:32])[CH:26]=1)#[N:31], predict the reactants needed to synthesize it. The reactants are: Cl[C:2]1[N:7]=[CH:6][N:5]=[C:4]([O:8][CH:9]2[CH2:14][CH2:13][N:12]([C:15]([O:17][CH:18]([CH3:20])[CH3:19])=[O:16])[CH2:11][CH2:10]2)[C:3]=1[O:21][CH3:22].[NH2:23][C:24]1[C:25]([CH3:32])=[CH:26][C:27]([C:30]#[N:31])=[N:28][CH:29]=1.C(N1CCN2CCN(CC(C)C)P1N(CC(C)C)CC2)C(C)C.O(C(C)(C)C)[Na]. (4) Given the product [F:33][C:34]1[CH:35]=[C:36]([C:2]2[C:10]3[C:5](=[CH:6][CH:7]=[C:8]([N+:11]([O-:13])=[O:12])[CH:9]=3)[N:4]([C:14]([C:27]3[CH:32]=[CH:31][CH:30]=[CH:29][CH:28]=3)([C:21]3[CH:26]=[CH:25][CH:24]=[CH:23][CH:22]=3)[C:15]3[CH:20]=[CH:19][CH:18]=[CH:17][CH:16]=3)[N:3]=2)[CH:37]=[CH:38][C:39]=1[OH:40], predict the reactants needed to synthesize it. The reactants are: Br[C:2]1[C:10]2[C:5](=[CH:6][CH:7]=[C:8]([N+:11]([O-:13])=[O:12])[CH:9]=2)[N:4]([C:14]([C:27]2[CH:32]=[CH:31][CH:30]=[CH:29][CH:28]=2)([C:21]2[CH:26]=[CH:25][CH:24]=[CH:23][CH:22]=2)[C:15]2[CH:20]=[CH:19][CH:18]=[CH:17][CH:16]=2)[N:3]=1.[F:33][C:34]1[CH:35]=[C:36](B(O)O)[CH:37]=[CH:38][C:39]=1[OH:40].[O-]P([O-])([O-])=O.[K+].[K+].[K+]. (5) Given the product [Br:20][C:19]1[C:15]([C:13]2[O:14][C:8]([CH3:9])=[N:11][N:12]=2)=[N:16][O:17][C:18]=1[CH3:21], predict the reactants needed to synthesize it. The reactants are: C(N(CC)CC)C.[C:8]([NH:11][NH:12][C:13]([C:15]1[C:19]([Br:20])=[C:18]([CH3:21])[O:17][N:16]=1)=[O:14])(=O)[CH3:9].[Cl-].ClC1N(C)CC[NH+]1C.O. (6) Given the product [CH3:33][NH:34][C:3]([C:5]1[CH:6]=[C:7]2[C:13]([CH2:14][C:15]3[C:16]([F:32])=[N:17][C:18]([NH:21][CH2:22][C:23]4[C:24]([O:30][CH3:31])=[N:25][CH:26]=[C:27]([F:29])[CH:28]=4)=[CH:19][CH:20]=3)=[CH:12][NH:11][C:8]2=[N:9][CH:10]=1)=[O:2], predict the reactants needed to synthesize it. The reactants are: C[O:2][C:3]([C:5]1[CH:6]=[C:7]2[C:13]([CH2:14][C:15]3[C:16]([F:32])=[N:17][C:18]([NH:21][CH2:22][C:23]4[C:24]([O:30][CH3:31])=[N:25][CH:26]=[C:27]([F:29])[CH:28]=4)=[CH:19][CH:20]=3)=[CH:12][NH:11][C:8]2=[N:9][CH:10]=1)=O.[CH3:33][NH2:34]. (7) Given the product [N+:19]([C:16]1[CH:15]=[C:14]([N+:22]([O-:24])=[O:23])[CH:13]=[CH:18][C:17]=1[NH:2][C:3]1[CH:8]=[CH:7][C:6]([O:9][CH3:10])=[CH:5][C:4]=1[OH:11])([O-:21])=[O:20], predict the reactants needed to synthesize it. The reactants are: Cl.[NH2:2][C:3]1[CH:8]=[CH:7][C:6]([O:9][CH3:10])=[CH:5][C:4]=1[OH:11].Cl[C:13]1[CH:18]=[CH:17][C:16]([N+:19]([O-:21])=[O:20])=[CH:15][C:14]=1[N+:22]([O-:24])=[O:23].C([O-])(=O)C.[Na+]. (8) Given the product [C:1]([N:5]1[CH:9]=[C:8]([C:10]([OH:12])=[O:11])[C:7]([CH2:15][C:16]2[C:17]([CH3:24])=[CH:18][C:19]([CH3:23])=[CH:20][C:21]=2[CH3:22])=[N:6]1)([CH3:4])([CH3:3])[CH3:2], predict the reactants needed to synthesize it. The reactants are: [C:1]([N:5]1[CH:9]=[C:8]([C:10]([O:12]CC)=[O:11])[C:7]([CH2:15][C:16]2[C:21]([CH3:22])=[CH:20][C:19]([CH3:23])=[CH:18][C:17]=2[CH3:24])=[N:6]1)([CH3:4])([CH3:3])[CH3:2].O[Li].O.